From a dataset of Forward reaction prediction with 1.9M reactions from USPTO patents (1976-2016). Predict the product of the given reaction. (1) Given the reactants O.C[N+]1([O-])CC[O:6]CC1.[CH2:10]([O:12][C:13](=[O:26])[CH2:14][C:15]1[C:19]2[CH:20]=[CH:21]C(C=C)=[CH:23][C:18]=2[S:17][CH:16]=1)[CH3:11].[CH3:27][C:28]([CH3:30])=[O:29].CC#N, predict the reaction product. The product is: [CH2:10]([O:12][C:13](=[O:26])[CH2:14][C:15]1[C:19]2[CH:20]=[CH:21][C:27]([CH:28]([OH:29])[CH2:30][OH:6])=[CH:23][C:18]=2[S:17][CH:16]=1)[CH3:11]. (2) The product is: [OH:1][C:2]1[CH:3]=[C:4]([CH:8]=[C:9]([N+:12]([O-:14])=[O:13])[C:10]=1[CH3:11])[C:5]([O:7][CH3:19])=[O:6]. Given the reactants [OH:1][C:2]1[CH:3]=[C:4]([CH:8]=[C:9]([N+:12]([O-:14])=[O:13])[C:10]=1[CH3:11])[C:5]([OH:7])=[O:6].S(Cl)(Cl)=O.[CH3:19]O, predict the reaction product.